Dataset: Full USPTO retrosynthesis dataset with 1.9M reactions from patents (1976-2016). Task: Predict the reactants needed to synthesize the given product. Given the product [CH2:27]([O:26][CH2:25][C:20]1[N:21]([CH2:22][CH2:23][CH3:24])[C:12]2[C:11]3[CH:10]=[C:9]([OH:8])[CH:18]=[CH:17][C:16]=3[N:15]=[CH:14][C:13]=2[N:19]=1)[CH3:28], predict the reactants needed to synthesize it. The reactants are: C([O:8][C:9]1[CH:18]=[CH:17][C:16]2[N:15]=[CH:14][C:13]3[N:19]=[C:20]([CH2:25][O:26][CH2:27][CH3:28])[N:21]([CH2:22][CH2:23][CH3:24])[C:12]=3[C:11]=2[CH:10]=1)C1C=CC=CC=1.